Dataset: Forward reaction prediction with 1.9M reactions from USPTO patents (1976-2016). Task: Predict the product of the given reaction. Given the reactants Br[CH2:2][C:3]1[CH:4]=[C:5]([CH:8]=[CH:9][C:10]=1[S:11]([CH2:14][CH3:15])(=[O:13])=[O:12])[C:6]#[N:7].ClC1C(S(CC)(=O)=O)=C(C[NH2:25])C=C(Cl)C=1, predict the reaction product. The product is: [NH2:25][CH2:2][C:3]1[CH:4]=[C:5]([CH:8]=[CH:9][C:10]=1[S:11]([CH2:14][CH3:15])(=[O:13])=[O:12])[C:6]#[N:7].